From a dataset of Reaction yield outcomes from USPTO patents with 853,638 reactions. Predict the reaction yield, written as a fraction of the theoretical maximum amount of product (1.0 means a 100% yield; for example, 0.34 means a 34% yield). (1) The reactants are [CH3:1][C:2]1[N:6]([CH2:7][C:8]2[C:17]3[C:12](=[CH:13][CH:14]=[CH:15][CH:16]=3)[CH:11]=[CH:10][CH:9]=2)[C:5]2[CH:18]=[C:19]([N:25]3[CH2:30][CH2:29][O:28][CH2:27][CH2:26]3)[CH:20]=[C:21]([C:22]([NH2:24])=O)[C:4]=2[N:3]=1.O=P(Cl)(Cl)Cl. The catalyst is ClCCl.CN(C=O)C. The product is [CH3:1][C:2]1[N:6]([CH2:7][C:8]2[C:17]3[C:12](=[CH:13][CH:14]=[CH:15][CH:16]=3)[CH:11]=[CH:10][CH:9]=2)[C:5]2[CH:18]=[C:19]([N:25]3[CH2:30][CH2:29][O:28][CH2:27][CH2:26]3)[CH:20]=[C:21]([C:22]#[N:24])[C:4]=2[N:3]=1. The yield is 0.640. (2) The reactants are Br[C:2]1[N:6]([S:7]([C:10]2[CH:15]=[CH:14][CH:13]=[C:12]([Cl:16])[CH:11]=2)(=[O:9])=[O:8])[CH:5]=[C:4]([CH2:17][N:18]([CH3:26])[C:19](=[O:25])[O:20][C:21]([CH3:24])([CH3:23])[CH3:22])[CH:3]=1.[C:27]1(B(O)O)[CH:32]=[CH:31][CH:30]=[CH:29][CH:28]=1.C(=O)([O-])[O-].[Na+].[Na+]. The catalyst is C1C=CC([P]([Pd]([P](C2C=CC=CC=2)(C2C=CC=CC=2)C2C=CC=CC=2)([P](C2C=CC=CC=2)(C2C=CC=CC=2)C2C=CC=CC=2)[P](C2C=CC=CC=2)(C2C=CC=CC=2)C2C=CC=CC=2)(C2C=CC=CC=2)C2C=CC=CC=2)=CC=1. The product is [Cl:16][C:12]1[CH:11]=[C:10]([S:7]([N:6]2[C:2]([C:27]3[CH:32]=[CH:31][CH:30]=[CH:29][CH:28]=3)=[CH:3][C:4]([CH2:17][N:18]([CH3:26])[C:19](=[O:25])[O:20][C:21]([CH3:24])([CH3:23])[CH3:22])=[CH:5]2)(=[O:9])=[O:8])[CH:15]=[CH:14][CH:13]=1. The yield is 0.730. (3) The reactants are [CH3:1][Mg]Cl.[C:4]([C:7]1[CH:12]=[CH:11][C:10]([NH:13][C:14](=[O:16])[CH3:15])=[CH:9][C:8]=1[O:17][CH3:18])(=[O:6])[CH3:5]. The catalyst is C1COCC1. The product is [OH:6][C:4]([C:7]1[CH:12]=[CH:11][C:10]([NH:13][C:14](=[O:16])[CH3:15])=[CH:9][C:8]=1[O:17][CH3:18])([CH3:1])[CH3:5]. The yield is 1.00. (4) The reactants are [F:1][C:2]1[CH:24]=[CH:23][C:5]([CH2:6][N:7]2[C:11]3=[CH:12][N:13]=[C:14]([C:20]([OH:22])=O)[C:15]([CH2:16][CH2:17][CH2:18][OH:19])=[C:10]3[CH:9]=[CH:8]2)=[CH:4][CH:3]=1.C(N(CC)CC)C.CN(C(ON1N=NC2C=CC=NC1=2)=[N+](C)C)C.F[P-](F)(F)(F)(F)F.[O:56]1[CH2:61][CH2:60][CH2:59][CH2:58][CH:57]1[O:62][NH2:63]. The catalyst is CN(C=O)C. The product is [F:1][C:2]1[CH:24]=[CH:23][C:5]([CH2:6][N:7]2[C:11]3=[CH:12][N:13]=[C:14]([C:20]([NH:63][O:62][CH:57]4[CH2:58][CH2:59][CH2:60][CH2:61][O:56]4)=[O:22])[C:15]([CH2:16][CH2:17][CH2:18][OH:19])=[C:10]3[CH:9]=[CH:8]2)=[CH:4][CH:3]=1. The yield is 0.320. (5) The reactants are C(OC(=O)[NH:7][C:8]1[CH:13]=[CH:12][CH:11]=[CH:10][C:9]=1[NH:14][C:15](=[O:38])[C:16]1[CH:21]=[CH:20][C:19]([CH:22]([OH:37])[CH2:23][NH:24][C:25]2[CH:30]=[C:29]([O:31][CH3:32])[C:28]([O:33][CH3:34])=[C:27]([O:35][CH3:36])[CH:26]=2)=[CH:18][CH:17]=1)(C)(C)C.[C:40](N1C=CN=C1)(N1C=CN=C1)=[O:41]. The catalyst is C(Cl)Cl. The product is [NH2:7][C:8]1[CH:13]=[CH:12][CH:11]=[CH:10][C:9]=1[NH:14][C:15](=[O:38])[C:16]1[CH:21]=[CH:20][C:19]([CH:22]2[O:37][C:40](=[O:41])[N:24]([C:25]3[CH:26]=[C:27]([O:35][CH3:36])[C:28]([O:33][CH3:34])=[C:29]([O:31][CH3:32])[CH:30]=3)[CH2:23]2)=[CH:18][CH:17]=1. The yield is 0.580. (6) The reactants are C1(CCO[C:7]2[CH:19]=[CH:18][C:10]([C:11]([NH:13][CH2:14][C:15]([OH:17])=[O:16])=[O:12])=[CH:9][CH:8]=2)CC1.OC1C=CC(C(OC)=O)=CC=1.[F:31][C:32]([F:37])([F:36])[CH2:33][CH2:34][OH:35]. No catalyst specified. The product is [F:31][C:32]([F:37])([F:36])[CH2:33][CH2:34][O:35][C:7]1[CH:19]=[CH:18][C:10]([C:11]([NH:13][CH2:14][C:15]([OH:17])=[O:16])=[O:12])=[CH:9][CH:8]=1. The yield is 0.140. (7) The reactants are CC1C=C(C)C=C(C)C=1S([O-])(=O)=O.[NH2:14][N:15]1[C:20]([CH3:21])=[C:19]([Cl:22])[CH:18]=[C:17]([CH3:23])[C:16]1=[NH2+:24].[CH:25]([CH:27]1[CH2:29][CH:28]1[C:30]([O:32]CC)=[O:31])=O.[OH-].[K+].[Li+].[OH-]. The catalyst is CO.O1CCCC1. The product is [Cl:22][C:19]1[CH:18]=[C:17]([CH3:23])[C:16]2[N:15]([N:14]=[C:25]([CH:27]3[CH2:29][CH:28]3[C:30]([OH:32])=[O:31])[N:24]=2)[C:20]=1[CH3:21]. The yield is 0.980. (8) The reactants are [OH:1][C:2]1[CH:6]=[C:5]([CH2:7][CH2:8][C:9]([O:11][CH2:12][CH3:13])=[O:10])[N:4]([CH:14]([CH3:16])[CH3:15])[N:3]=1.[H-].[Na+].Cl[C:20]1[CH:29]=[CH:28][C:27]2[C:22](=[CH:23][CH:24]=[CH:25][CH:26]=2)[N:21]=1.O. The catalyst is CN(C)C=O. The product is [CH:14]([N:4]1[C:5]([CH2:7][CH2:8][C:9]([O:11][CH2:12][CH3:13])=[O:10])=[CH:6][C:2]([O:1][C:20]2[CH:29]=[CH:28][C:27]3[C:22](=[CH:23][CH:24]=[CH:25][CH:26]=3)[N:21]=2)=[N:3]1)([CH3:15])[CH3:16]. The yield is 0.410. (9) The reactants are Br[CH2:2][C:3]([O:5]C)=[O:4].C(=O)([O-])[O-].[K+].[K+].[Br:13][C:14]1([N+:37]([O-:39])=[O:38])[CH:19]=[C:18]([C:20]2[C:32]3[C:31]([CH3:33])=[C:30]([CH3:34])[S:29][C:28]=3[C:27]([Br:35])=[C:26]3[C:21]=2[CH:22]=[CH:23][CH:24]=[CH:25]3)[CH:17]=[CH:16][CH:15]1[OH:36].O. The catalyst is CN(C=O)C. The product is [Br:13][C:14]1([N+:37]([O-:39])=[O:38])[CH:19]=[C:18]([C:20]2[C:32]3[C:31]([CH3:33])=[C:30]([CH3:34])[S:29][C:28]=3[C:27]([Br:35])=[C:26]3[C:21]=2[CH:22]=[CH:23][CH:24]=[CH:25]3)[CH:17]=[CH:16][CH:15]1[O:36][CH2:2][C:3]([OH:5])=[O:4]. The yield is 0.670.